From a dataset of Forward reaction prediction with 1.9M reactions from USPTO patents (1976-2016). Predict the product of the given reaction. (1) Given the reactants [CH3:1][C:2]1[C:6]([C:7]2[CH:8]=[C:9](B3OC(C)(C)C(C)(C)O3)[C:10]3[NH:14][C:13](=[O:15])[NH:12][C:11]=3[CH:16]=2)=[C:5]([CH3:26])[O:4][N:3]=1.Cl[C:28]1[C:37]2[C:32](=[CH:33][CH:34]=[CH:35][CH:36]=2)[N:31]=[N:30][C:29]=1[C:38]([O:40]C)=[O:39].N1(C2CCCCCCCCCC2)CCCN=CCCCCC1, predict the reaction product. The product is: [CH3:1][C:2]1[C:6]([C:7]2[CH:8]=[C:9]([C:28]3[C:37]4[C:32](=[CH:33][CH:34]=[CH:35][CH:36]=4)[N:31]=[N:30][C:29]=3[C:38]([OH:40])=[O:39])[C:10]3[NH:14][C:13](=[O:15])[NH:12][C:11]=3[CH:16]=2)=[C:5]([CH3:26])[O:4][N:3]=1. (2) Given the reactants [CH3:1][C:2]1([CH3:26])[CH2:11][CH2:10][C:9]([CH3:13])([CH3:12])[C:8]2[CH:7]=[C:6]([C:14]3[N:19]=[C:18]([N:20]4[CH2:25][CH2:24][NH:23][CH2:22][CH2:21]4)[CH:17]=[CH:16][CH:15]=3)[CH:5]=[CH:4][C:3]1=2.C(OC([NH:34][C@H:35]([C:39](O)=[O:40])[C@@H:36]([CH3:38])[OH:37])=O)(C)(C)C.C1C=CC2N(O)N=NC=2C=1.Cl.CN(C)CCCN=C=NCC.CCN(C(C)C)C(C)C, predict the reaction product. The product is: [NH2:34][C@@H:35]([CH:36]([OH:37])[CH3:38])[C:39]([N:23]1[CH2:22][CH2:21][N:20]([C:18]2[CH:17]=[CH:16][CH:15]=[C:14]([C:6]3[CH:5]=[CH:4][C:3]4[C:2]([CH3:26])([CH3:1])[CH2:11][CH2:10][C:9]([CH3:12])([CH3:13])[C:8]=4[CH:7]=3)[N:19]=2)[CH2:25][CH2:24]1)=[O:40]. (3) Given the reactants [Cl:1][C:2]1[C:10]([Cl:11])=[CH:9][CH:8]=[CH:7][C:3]=1[C:4]([OH:6])=O.[O:12]1[CH2:17][CH2:16][CH:15]([CH:18]([C:21]2[CH:22]=[N:23][C:24]([C:27]([F:30])([F:29])[F:28])=[CH:25][CH:26]=2)[CH2:19][NH2:20])[CH2:14][CH2:13]1, predict the reaction product. The product is: [Cl:1][C:2]1[C:10]([Cl:11])=[CH:9][CH:8]=[CH:7][C:3]=1[C:4]([NH:20][CH2:19][CH:18]([CH:15]1[CH2:16][CH2:17][O:12][CH2:13][CH2:14]1)[C:21]1[CH:22]=[N:23][C:24]([C:27]([F:30])([F:28])[F:29])=[CH:25][CH:26]=1)=[O:6]. (4) Given the reactants [Br:1][C:2]1[C:7]2[N:8]=[CH:9][N:10]=[C:11](Cl)[C:6]=2[CH:5]=[N:4][CH:3]=1.[CH3:13][O:14][C:15]1[CH:31]=[CH:30][C:18]([CH2:19][NH:20][CH2:21][C:22]2[CH:27]=[CH:26][C:25]([O:28][CH3:29])=[CH:24][CH:23]=2)=[CH:17][CH:16]=1, predict the reaction product. The product is: [Br:1][C:2]1[C:7]2[N:8]=[CH:9][N:10]=[C:11]([N:20]([CH2:19][C:18]3[CH:17]=[CH:16][C:15]([O:14][CH3:13])=[CH:31][CH:30]=3)[CH2:21][C:22]3[CH:23]=[CH:24][C:25]([O:28][CH3:29])=[CH:26][CH:27]=3)[C:6]=2[CH:5]=[N:4][CH:3]=1.